This data is from Peptide-MHC class I binding affinity with 185,985 pairs from IEDB/IMGT. The task is: Regression. Given a peptide amino acid sequence and an MHC pseudo amino acid sequence, predict their binding affinity value. This is MHC class I binding data. (1) The peptide sequence is DTSPTKRCRL. The MHC is HLA-A02:02 with pseudo-sequence HLA-A02:02. The binding affinity (normalized) is 0.130. (2) The peptide sequence is PQQLCTMERT. The MHC is HLA-A02:01 with pseudo-sequence HLA-A02:01. The binding affinity (normalized) is 0. (3) The peptide sequence is PYENLLYKI. The MHC is HLA-A24:02 with pseudo-sequence HLA-A24:02. The binding affinity (normalized) is 0.488. (4) The peptide sequence is VLLGRLNKC. The MHC is HLA-A26:01 with pseudo-sequence HLA-A26:01. The binding affinity (normalized) is 0.0847.